Dataset: Forward reaction prediction with 1.9M reactions from USPTO patents (1976-2016). Task: Predict the product of the given reaction. (1) Given the reactants F[C:2]1[CH:7]=[CH:6][C:5]([N+:8]([O-:10])=[O:9])=[CH:4][CH:3]=1.[CH3:11][CH:12]1[CH2:16][CH2:15][CH2:14][NH:13]1.C(=O)([O-])[O-].[K+].[K+].[Cl-].[Na+], predict the reaction product. The product is: [CH3:11][CH:12]1[CH2:16][CH2:15][CH2:14][N:13]1[C:2]1[CH:7]=[CH:6][C:5]([N+:8]([O-:10])=[O:9])=[CH:4][CH:3]=1. (2) Given the reactants [H-].[Na+].[CH2:3]([O:6][C:7]1[CH:8]=[C:9]2[C:13](=[CH:14][CH:15]=1)[NH:12][CH:11]=[C:10]2[CH:16]=[O:17])[CH:4]=[CH2:5].ClS([N:22]=[C:23]=[O:24])(=O)=O.C(O)(=O)C, predict the reaction product. The product is: [CH2:3]([O:6][C:7]1[CH:8]=[C:9]2[C:13](=[CH:14][CH:15]=1)[N:12]([C:23]([NH2:22])=[O:24])[CH:11]=[C:10]2[CH:16]=[O:17])[CH:4]=[CH2:5]. (3) Given the reactants [NH2:1][C:2]1[CH:7]=[CH:6][C:5]([CH:8]([CH2:14][CH:15]([CH3:17])[CH3:16])[C:9]([O:11][CH2:12][CH3:13])=[O:10])=[CH:4][C:3]=1[O:18][CH2:19][C:20]([F:23])([F:22])[F:21].C1C(=O)N([Cl:31])C(=O)C1, predict the reaction product. The product is: [NH2:1][C:2]1[C:3]([O:18][CH2:19][C:20]([F:21])([F:22])[F:23])=[CH:4][C:5]([CH:8]([CH2:14][CH:15]([CH3:16])[CH3:17])[C:9]([O:11][CH2:12][CH3:13])=[O:10])=[CH:6][C:7]=1[Cl:31]. (4) Given the reactants [CH3:1][C:2]([CH3:57])([CH2:10][C:11]([O:13][C@H:14]1[CH2:31][CH2:30][C@@:29]2([CH3:32])[C@@H:16]([CH2:17][CH2:18][C@:19]3([CH3:54])[C@@H:28]2[CH2:27][CH2:26][C@H:25]2[C@@:20]3([CH3:53])[CH2:21][CH2:22][C@@:23]3(/[CH:40]=[CH:41]/[C:42](=[O:52])[NH:43][C@@H:44]([C:46]4[CH:51]=[CH:50][CH:49]=[CH:48][N:47]=4)[CH3:45])[CH2:35][C:34](=[O:36])[C:33]([CH:37]([CH3:39])[CH3:38])=[C:24]32)[C:15]1([CH3:56])[CH3:55])=[O:12])[C:3]([O:5]C(C)(C)C)=[O:4].[C:58]([OH:64])([C:60]([F:63])([F:62])[F:61])=[O:59], predict the reaction product. The product is: [CH:37]([C:33]1[C:34](=[O:36])[CH2:35][C@:23]2(/[CH:40]=[CH:41]/[C:42](=[O:52])[NH:43][C@@H:44]([C:46]3[CH:51]=[CH:50][CH:49]=[CH:48][N:47]=3)[CH3:45])[CH2:22][CH2:21][C@:20]3([CH3:53])[C@H:25]([CH2:26][CH2:27][C@H:28]4[C@@:19]3([CH3:54])[CH2:18][CH2:17][C@@H:16]3[C@:29]4([CH3:32])[CH2:30][CH2:31][C@H:14]([O:13][C:11](=[O:12])[CH2:10][C:2]([CH3:1])([CH3:57])[C:3]([OH:5])=[O:4])[C:15]3([CH3:55])[CH3:56])[C:24]=12)([CH3:38])[CH3:39].[F:61][C:60]([F:63])([F:62])[C:58]([OH:64])=[O:59]. (5) Given the reactants S(OOS([O-])(=O)=O)([O-])(=O)=O.[K+].[K+].S([O-])([O:16][CH2:17][CH2:18]CCCCCCCCCC)(=O)=O.[Na+].[C:31](=[O:34])([O-])[O-:32].[Na+].[Na+].[OH-].[Na+].C(NC(=O)C=C)N[C:41](=O)[CH:42]=[CH2:43], predict the reaction product. The product is: [C:31]([O:32][CH2:18][CH2:17][OH:16])(=[O:34])[C:42]([CH3:43])=[CH2:41]. (6) Given the reactants [Cl:1][C:2]1[CH:7]=[CH:6][C:5]([C:8]2[N:9]([CH2:14][C@H:15]([OH:20])[C:16]([F:19])([F:18])[F:17])[C:10](=[O:13])[NH:11][N:12]=2)=[CH:4][CH:3]=1.C(=O)([O-])[O-].[K+].[K+].[Cl:27][C:28]1[S:29][C:30]([CH2:33]Cl)=[CH:31][N:32]=1.O, predict the reaction product. The product is: [Cl:1][C:2]1[CH:7]=[CH:6][C:5]([C:8]2[N:9]([CH2:14][C@H:15]([OH:20])[C:16]([F:18])([F:19])[F:17])[C:10](=[O:13])[N:11]([CH2:33][C:30]3[S:29][C:28]([Cl:27])=[N:32][CH:31]=3)[N:12]=2)=[CH:4][CH:3]=1. (7) Given the reactants Cl[C:2]1[N:7]=[C:6](Cl)[N:5]=[C:4](Cl)[N:3]=1.[F:10][C:11]([F:15])([F:14])[CH2:12][OH:13].N1C(C)=CC(C)=CC=1C.[NH2:25][C:26]1[CH:36]=[CH:35][C:29]([C:30]([O:32][CH2:33][CH3:34])=[O:31])=[CH:28][CH:27]=1.CCN(C(C)C)C(C)C.[NH2:46][CH2:47][C:48]1[CH:53]=[CH:52][C:51]([OH:54])=[CH:50][CH:49]=1, predict the reaction product. The product is: [OH:54][C:51]1[CH:52]=[CH:53][C:48]([CH2:47][NH:46][C:2]2[N:7]=[C:6]([O:13][CH2:12][C:11]([F:15])([F:14])[F:10])[N:5]=[C:4]([NH:25][C:26]3[CH:27]=[CH:28][C:29]([C:30]([O:32][CH2:33][CH3:34])=[O:31])=[CH:35][CH:36]=3)[N:3]=2)=[CH:49][CH:50]=1. (8) Given the reactants [CH3:1][O:2][C:3](=[O:21])[CH2:4][C:5]1[CH:10]=[CH:9][C:8]([F:11])=[C:7](B2OC(C)(C)C(C)(C)O2)[CH:6]=1.Br[C:23]1[CH:42]=[CH:41][C:40]([C:43]([F:46])([F:45])[F:44])=[CH:39][C:24]=1[CH2:25][O:26][C:27](=[O:38])[N:28]([CH2:31][C:32]1[CH:37]=[CH:36][CH:35]=[CH:34][CH:33]=1)[CH2:29][CH3:30], predict the reaction product. The product is: [CH3:1][O:2][C:3](=[O:21])[CH2:4][C:5]1[CH:6]=[C:7]([C:23]2[CH:42]=[CH:41][C:40]([C:43]([F:44])([F:45])[F:46])=[CH:39][C:24]=2[CH2:25][O:26][C:27](=[O:38])[N:28]([CH2:31][C:32]2[CH:37]=[CH:36][CH:35]=[CH:34][CH:33]=2)[CH2:29][CH3:30])[C:8]([F:11])=[CH:9][CH:10]=1. (9) Given the reactants [O:1]=[C:2]([N:27]1[CH2:31][CH2:30][CH2:29][CH2:28]1)[C@@H:3]([NH:18][C:19](=[O:26])[C:20]1[CH:25]=[CH:24][CH:23]=[CH:22][CH:21]=1)[CH2:4][CH2:5][CH2:6][CH2:7][NH:8][C@@H:9]1[CH2:11][C@H:10]1[C:12]1[CH:17]=[CH:16][CH:15]=[CH:14][CH:13]=1.[C:32]([NH:40][C@@H](CCCCO)C(O)=O)(=O)C1C=CC=CC=1.CN1CCCCC1.C(OP(ON1C(=O)C2C=CC=CC=2N=N1)(OCC)=O)C.N1C=CN=C1.C1([C@@H]2C[C@H]2N)C=CC=CC=1.[BH-](OC(C)=O)(OC(C)=O)OC(C)=O.[Na+], predict the reaction product. The product is: [CH3:32][N:40]1[CH2:29][CH2:28][N:27]([C:2](=[O:1])[C@@H:3]([NH:18][C:19](=[O:26])[C:20]2[CH:25]=[CH:24][CH:23]=[CH:22][CH:21]=2)[CH2:4][CH2:5][CH2:6][CH2:7][NH:8][C@@H:9]2[CH2:11][C@H:10]2[C:12]2[CH:17]=[CH:16][CH:15]=[CH:14][CH:13]=2)[CH2:31][CH2:30]1. (10) Given the reactants [NH2:1][C:2]1[CH:7]=[CH:6][C:5]([OH:8])=[CH:4][CH:3]=1.CN(C=O)C.[H-].[Na+].Cl[C:17]1[N:22]=[CH:21][N:20]=[C:19]2[N:23]([CH:26]3[CH2:31][CH2:30][CH2:29][CH2:28][O:27]3)[N:24]=[CH:25][C:18]=12, predict the reaction product. The product is: [O:27]1[CH2:28][CH2:29][CH2:30][CH2:31][CH:26]1[N:23]1[C:19]2=[N:20][CH:21]=[N:22][C:17]([O:8][C:5]3[CH:6]=[CH:7][C:2]([NH2:1])=[CH:3][CH:4]=3)=[C:18]2[CH:25]=[N:24]1.